From a dataset of Full USPTO retrosynthesis dataset with 1.9M reactions from patents (1976-2016). Predict the reactants needed to synthesize the given product. Given the product [F:22][CH:2]([F:1])[O:3][C:4]1[CH:5]=[C:6]([N:14]([C:15]2[CH:20]=[CH:19][CH:18]=[C:17]([Cl:21])[CH:16]=2)[CH2:23][C:24]([CH3:27])([OH:25])[CH3:26])[CH:7]=[CH:8][C:9]=1[O:10][CH:11]([F:12])[F:13], predict the reactants needed to synthesize it. The reactants are: [F:1][CH:2]([F:22])[O:3][C:4]1[CH:5]=[C:6]([NH:14][C:15]2[CH:20]=[CH:19][CH:18]=[C:17]([Cl:21])[CH:16]=2)[CH:7]=[CH:8][C:9]=1[O:10][CH:11]([F:13])[F:12].[CH3:23][C:24]1([CH3:27])[CH2:26][O:25]1.C([O-])([O-])=O.[Ca+2].CN(C=O)C.